Dataset: Peptide-MHC class II binding affinity with 134,281 pairs from IEDB. Task: Regression. Given a peptide amino acid sequence and an MHC pseudo amino acid sequence, predict their binding affinity value. This is MHC class II binding data. (1) The peptide sequence is NTFTNLAVQLVRMMEGEGV. The MHC is DRB1_0301 with pseudo-sequence DRB1_0301. The binding affinity (normalized) is 0. (2) The peptide sequence is SEAVLRGQALLVNSS. The MHC is DRB1_1302 with pseudo-sequence DRB1_1302. The binding affinity (normalized) is 0.815.